From a dataset of Forward reaction prediction with 1.9M reactions from USPTO patents (1976-2016). Predict the product of the given reaction. (1) Given the reactants [CH:1]([S:3]([O:6][C:7]1[CH:12]=[CH:11][CH:10]=[CH:9][CH:8]=1)(=[O:5])=[O:4])=[CH2:2].[N+:13]([CH:16]([CH3:18])[CH3:17])([O-:15])=[O:14].C(N(C(C)C)C(C)C)C.Cl, predict the reaction product. The product is: [CH3:17][C:16]([N+:13]([O-:15])=[O:14])([CH3:18])[CH2:2][CH2:1][S:3]([O:6][C:7]1[CH:12]=[CH:11][CH:10]=[CH:9][CH:8]=1)(=[O:4])=[O:5]. (2) Given the reactants [CH2:1]([O:8][NH:9][C@H:10]1[CH2:15][N:14]([C:16]([O:18][C:19]([CH3:22])([CH3:21])[CH3:20])=[O:17])[C@H:13]([C:23]([OH:25])=[O:24])[CH2:12][CH2:11]1)[C:2]1[CH:7]=[CH:6][CH:5]=[CH:4][CH:3]=1.[CH2:26](Br)[CH:27]=[CH2:28].C(N(C(C)C)CC)(C)C, predict the reaction product. The product is: [CH2:1]([O:8][NH:9][C@H:10]1[CH2:15][N:14]([C:16]([O:18][C:19]([CH3:21])([CH3:22])[CH3:20])=[O:17])[C@H:13]([C:23]([O:25][CH2:28][CH:27]=[CH2:26])=[O:24])[CH2:12][CH2:11]1)[C:2]1[CH:3]=[CH:4][CH:5]=[CH:6][CH:7]=1. (3) Given the reactants [Cl:1][C:2]1[CH:3]=[C:4]([CH2:9][OH:10])[CH:5]=[N:6][C:7]=1Cl.[CH2:11]([Sn]([CH2:11][C:12]1[CH:17]=[CH:16][CH:15]=[CH:14][CH:13]=1)([CH2:11][C:12]1[CH:17]=[CH:16][CH:15]=[CH:14][CH:13]=1)[CH2:11][C:12]1[CH:17]=[CH:16][CH:15]=[CH:14][CH:13]=1)[C:12]1[CH:17]=[CH:16][CH:15]=[CH:14][CH:13]=1.[F-].[K+].O, predict the reaction product. The product is: [CH2:11]([C:7]1[N:6]=[CH:5][C:4]([CH2:9][OH:10])=[CH:3][C:2]=1[Cl:1])[C:12]1[CH:17]=[CH:16][CH:15]=[CH:14][CH:13]=1. (4) Given the reactants [Cl:1][C:2]1[CH:29]=[CH:28][C:5]2[N:6]([C:25](=[O:27])[CH3:26])[CH2:7][C:8]3[CH:15]=[C:14](B4OC(C)(C)C(C)(C)O4)[CH:13]=[CH:12][C:9]=3[CH:10]=[CH:11][C:4]=2[CH:3]=1.[CH3:30][O:31][C:32](=[O:49])[C:33]1[CH:38]=[C:37]([CH:39]=[O:40])[CH:36]=[CH:35][C:34]=1OS(C(F)(F)F)(=O)=O.C1(C)C=CC=CC=1.C([O-])([O-])=O.[Na+].[Na+], predict the reaction product. The product is: [CH3:30][O:31][C:32](=[O:49])[C:33]1[CH:38]=[C:37]([CH:39]=[O:40])[CH:36]=[CH:35][C:34]=1[C:14]1[CH:13]=[CH:12][C:9]2[CH:10]=[CH:11][C:4]3[CH:3]=[C:2]([Cl:1])[CH:29]=[CH:28][C:5]=3[N:6]([C:25](=[O:27])[CH3:26])[CH2:7][C:8]=2[CH:15]=1. (5) The product is: [C:33]1([CH2:32][CH:31]([OH:39])[CH2:30][N:11]2[C:19]([CH3:18])=[CH:20][C:21]([CH3:22])=[N:12]2)[CH:38]=[CH:37][CH:36]=[CH:35][CH:34]=1. Given the reactants C1(CCC(O)C[N:11]2C=CC=[N:12]2)C=CC=CC=1.Cl[CH2:18][CH:19](O)[CH2:20][CH2:21][C:22]1C=CC=CC=1.Cl[CH2:30][CH:31]([OH:39])[CH2:32][C:33]1[CH:38]=[CH:37][CH:36]=[CH:35][CH:34]=1, predict the reaction product.